This data is from Forward reaction prediction with 1.9M reactions from USPTO patents (1976-2016). The task is: Predict the product of the given reaction. (1) Given the reactants [F:1][C:2]1[CH:3]=[C:4]([C@:8]2([CH2:32][C:33]([OH:36])([CH3:35])[CH3:34])[O:13][C:12](=[O:14])[N:11]([C@H:15]([C:17]3[CH:22]=[CH:21][C:20](B4OC(C)(C)C(C)(C)O4)=[CH:19][CH:18]=3)[CH3:16])[CH2:10][CH2:9]2)[CH:5]=[CH:6][CH:7]=1.I[C:38]1[CH:43]=[CH:42][N:41]([CH3:44])[C:40](=[O:45])[CH:39]=1, predict the reaction product. The product is: [F:1][C:2]1[CH:3]=[C:4]([C@:8]2([CH2:32][C:33]([OH:36])([CH3:34])[CH3:35])[O:13][C:12](=[O:14])[N:11]([C@H:15]([C:17]3[CH:22]=[CH:21][C:20]([C:38]4[CH:43]=[CH:42][N:41]([CH3:44])[C:40](=[O:45])[CH:39]=4)=[CH:19][CH:18]=3)[CH3:16])[CH2:10][CH2:9]2)[CH:5]=[CH:6][CH:7]=1. (2) The product is: [F:27][C:28]1[CH:33]=[CH:32][CH:31]=[C:30]([F:34])[C:29]=1[C:35]1[CH:43]=[CH:42][CH:41]=[C:40]2[C:36]=1/[C:37](=[CH:25]/[C:23]1[NH:22][C:17]3[CH2:18][CH2:19][CH2:20][CH2:21][N:15]([C:13]([C@@H:9]4[CH2:10][CH2:11][CH2:12][NH:8]4)=[O:14])[C:16]=3[CH:24]=1)/[C:38](=[O:44])[NH:39]2. Given the reactants C(OC([N:8]1[CH2:12][CH2:11][CH2:10][C@H:9]1[C:13]([N:15]1[CH2:21][CH2:20][CH2:19][CH2:18][C:17]2[NH:22][C:23]([CH:25]=O)=[CH:24][C:16]1=2)=[O:14])=O)(C)(C)C.[F:27][C:28]1[CH:33]=[CH:32][CH:31]=[C:30]([F:34])[C:29]=1[C:35]1[CH:43]=[CH:42][CH:41]=[C:40]2[C:36]=1[CH2:37][C:38](=[O:44])[NH:39]2, predict the reaction product.